This data is from Reaction yield outcomes from USPTO patents with 853,638 reactions. The task is: Predict the reaction yield, written as a fraction of the theoretical maximum amount of product (1.0 means a 100% yield; for example, 0.34 means a 34% yield). (1) The reactants are C(Cl)(=O)C(Cl)=O.CS(C)=O.[OH:11][CH2:12][CH2:13][CH2:14][NH:15][C:16]([C:18]1[NH:19][CH:20]=[CH:21][CH:22]=1)=[O:17].C(N(CC)CC)C. The catalyst is C(Cl)Cl.O. The product is [O:11]=[CH:12][CH2:13][CH2:14][NH:15][C:16]([C:18]1[NH:19][CH:20]=[CH:21][CH:22]=1)=[O:17]. The yield is 0.700. (2) The reactants are [NH2:1][CH:2]([C:7]1[CH:12]=[CH:11][C:10]([O:13][CH:14]([F:16])[F:15])=[C:9]([O:17][CH2:18][CH:19]2[CH2:21][CH2:20]2)[CH:8]=1)[CH2:3][C:4]([OH:6])=[O:5].[C:22]([Cl:25])(=O)C. The catalyst is CO. The product is [ClH:25].[CH3:22][O:5][C:4](=[O:6])[CH2:3][CH:2]([NH2:1])[C:7]1[CH:12]=[CH:11][C:10]([O:13][CH:14]([F:16])[F:15])=[C:9]([O:17][CH2:18][CH:19]2[CH2:21][CH2:20]2)[CH:8]=1. The yield is 0.900. (3) The catalyst is O1CCCC1.CO.CC(N(C)C)=O. The yield is 0.400. The product is [F:27][C:28]1([F:33])[CH2:32][CH2:31][N:30]([CH:23]2[CH2:24][CH2:25][N:21]([C:18]3[N:17]=[C:16]4[N:12]([CH2:11][C:7]5[CH:6]=[C:5]6[C:10](=[CH:9][CH:8]=5)[N:1]=[CH:2][CH:3]=[CH:4]6)[N:13]=[N:14][C:15]4=[N:20][CH:19]=3)[CH2:22]2)[CH2:29]1. The reactants are [N:1]1[C:10]2[C:5](=[CH:6][C:7]([CH2:11][N:12]3[C:16]4=[N:17][C:18]([N:21]5[CH2:25][CH2:24][C:23](=O)[CH2:22]5)=[CH:19][N:20]=[C:15]4[N:14]=[N:13]3)=[CH:8][CH:9]=2)[CH:4]=[CH:3][CH:2]=1.[F:27][C:28]1([F:33])[CH2:32][CH2:31][NH:30][CH2:29]1. (4) The reactants are C(OP([CH2:9][C:10]([O:12][CH3:13])=[O:11])(OCC)=O)C.[H-].[Na+].[CH:16]([C:18]1[CH:25]=[CH:24][C:21]([C:22]#[N:23])=[CH:20][C:19]=1[N+:26]([O-:28])=[O:27])=O.O.N. The catalyst is O1CCCC1. The product is [C:22]([C:21]1[CH:24]=[CH:25][C:18](/[CH:16]=[CH:9]/[C:10]([O:12][CH3:13])=[O:11])=[C:19]([N+:26]([O-:28])=[O:27])[CH:20]=1)#[N:23]. The yield is 0.760. (5) The reactants are [NH:1]1[CH2:5][CH2:4][CH2:3][C:2]1=[O:6].C([Li])CCC.B(F)(F)F.[CH2:16]([CH:18]1[O:20][CH2:19]1)[Cl:17]. The catalyst is C1COCC1. The product is [Cl:17][CH2:16][CH:18]([OH:20])[CH2:19][N:1]1[CH2:5][CH2:4][CH2:3][C:2]1=[O:6]. The yield is 0.164. (6) The reactants are [F:1][C:2]1[CH:3]=[C:4]([CH:11]=[CH:12][C:13]=1[F:14])[CH2:5][CH:6]([C:9]#[N:10])[C:7]#[N:8].[H-].[Na+].Br[CH2:18][CH2:19][C:20]([F:23])([F:22])[F:21]. The catalyst is CN(C)C=O. The product is [F:1][C:2]1[CH:3]=[C:4]([CH:11]=[CH:12][C:13]=1[F:14])[CH2:5][C:6]([CH2:18][CH2:19][C:20]([F:23])([F:22])[F:21])([C:7]#[N:8])[C:9]#[N:10]. The yield is 0.210.